Dataset: Full USPTO retrosynthesis dataset with 1.9M reactions from patents (1976-2016). Task: Predict the reactants needed to synthesize the given product. (1) Given the product [CH3:15][C:7]([CH3:16])([O:6][CH2:5][C:4]([OH:17])=[O:3])[CH2:8][C:9]1[CH:14]=[CH:13][CH:12]=[CH:11][CH:10]=1, predict the reactants needed to synthesize it. The reactants are: C([O:3][C:4](=[O:17])[CH2:5][O:6][C:7]([CH3:16])([CH3:15])[CH2:8][C:9]1[CH:14]=[CH:13][CH:12]=[CH:11][CH:10]=1)C.[OH-].[Na+]. (2) The reactants are: [Cl:1][C:2]1[CH:7]=[CH:6][CH:5]=[CH:4][C:3]=1[C:8]1[N:9]([C:16]2[CH:21]=[CH:20][C:19]([C:22]3[CH:27]=[CH:26][CH:25]=[C:24]([S:28]([CH3:31])(=[O:30])=[O:29])[CH:23]=3)=[CH:18][CH:17]=2)[CH:10]=[C:11]([C:13](=O)[CH3:14])[N:12]=1.Cl.[NH2:33][OH:34].C([O-])(=O)C.[Na+].CO. Given the product [Cl:1][C:2]1[CH:7]=[CH:6][CH:5]=[CH:4][C:3]=1[C:8]1[N:9]([C:16]2[CH:21]=[CH:20][C:19]([C:22]3[CH:27]=[CH:26][CH:25]=[C:24]([S:28]([CH3:31])(=[O:30])=[O:29])[CH:23]=3)=[CH:18][CH:17]=2)[CH:10]=[C:11]([C:13](=[N:33][OH:34])[CH3:14])[N:12]=1, predict the reactants needed to synthesize it.